Dataset: Full USPTO retrosynthesis dataset with 1.9M reactions from patents (1976-2016). Task: Predict the reactants needed to synthesize the given product. Given the product [CH2:39]([O:38][C:36]([C:23]1([CH2:22][O:21][C:15]2[CH:14]=[C:13]3[C:18]([CH2:19][CH2:20][NH:11][CH2:12]3)=[CH:17][CH:16]=2)[CH2:28][CH2:27][N:26]([C:29]2[CH:34]=[CH:33][N:32]=[CH:31][N:30]=2)[CH2:25][CH2:24]1)=[O:37])[CH3:40], predict the reactants needed to synthesize it. The reactants are: C(OC([N:11]1[CH2:20][CH2:19][C:18]2[C:13](=[CH:14][C:15]([O:21][CH2:22][C:23]3([C:36]([O:38][CH2:39][CH3:40])=[O:37])[CH2:28][CH2:27][N:26]([C:29]4[CH:34]=[CH:33][N:32]=[C:31](Cl)[N:30]=4)[CH2:25][CH2:24]3)=[CH:16][CH:17]=2)[CH2:12]1)=O)C1C=CC=CC=1.C([O-])=O.[NH4+].